This data is from TCR-epitope binding with 47,182 pairs between 192 epitopes and 23,139 TCRs. The task is: Binary Classification. Given a T-cell receptor sequence (or CDR3 region) and an epitope sequence, predict whether binding occurs between them. The epitope is FLRGRAYGL. The TCR CDR3 sequence is CASSPYQTGLDGYTF. Result: 0 (the TCR does not bind to the epitope).